Dataset: Full USPTO retrosynthesis dataset with 1.9M reactions from patents (1976-2016). Task: Predict the reactants needed to synthesize the given product. (1) Given the product [OH:22][CH2:21][C:17]1[C:7]2[N:8]([CH2:9][O:10][CH2:11][CH2:12][Si:13]([CH3:16])([CH3:15])[CH3:14])[C:2](=[O:1])[CH2:3][CH2:4][CH2:5][C:6]=2[CH:20]=[CH:19][CH:18]=1, predict the reactants needed to synthesize it. The reactants are: [O:1]=[C:2]1[N:8]([CH2:9][O:10][CH2:11][CH2:12][Si:13]([CH3:16])([CH3:15])[CH3:14])[C:7]2[C:17]([C:21](OC)=[O:22])=[CH:18][CH:19]=[CH:20][C:6]=2[CH2:5][CH2:4][CH2:3]1.[BH4-].[Li+].C(=O)([O-])O.[Na+].COC(C)(C)C. (2) Given the product [CH3:1][C:2]12[CH2:8][CH:5]([CH2:6][CH2:7]1)[C:4]([CH3:10])([CH3:9])[C:3]2=[N:13][NH2:14], predict the reactants needed to synthesize it. The reactants are: [CH3:1][C:2]12[CH2:8][CH:5]([CH2:6][CH2:7]1)[C:4]([CH3:10])([CH3:9])[C:3]2=O.O.[NH2:13][NH2:14]. (3) The reactants are: [Cl:1][C:2]1[CH:3]=[N:4][C:5]2[N:6]([N:8]=[C:9]([C:11]([OH:13])=O)[CH:10]=2)[CH:7]=1.[CH3:14][CH:15]1[C:24]2[C:19](=[C:20]([CH3:25])[CH:21]=[CH:22][CH:23]=2)[CH2:18][CH2:17][NH:16]1. Given the product [Cl:1][C:2]1[CH:3]=[N:4][C:5]2[N:6]([N:8]=[C:9]([C:11]([N:16]3[CH2:17][CH2:18][C:19]4[C:24](=[CH:23][CH:22]=[CH:21][C:20]=4[CH3:25])[CH:15]3[CH3:14])=[O:13])[CH:10]=2)[CH:7]=1, predict the reactants needed to synthesize it. (4) Given the product [Br:10][C:7]1[CH:8]=[CH:9][C:4]([C:3]2[CH2:27][C:25]([C:23]3[CH:22]=[C:21]([Cl:31])[CH:20]=[C:19]([Cl:18])[CH:24]=3)([CH3:26])[CH2:13][N:12]=2)=[CH:5][C:6]=1[Cl:11], predict the reactants needed to synthesize it. The reactants are: CS[C:3](=[N:12][CH2:13][Si](C)(C)C)[C:4]1[CH:9]=[CH:8][C:7]([Br:10])=[C:6]([Cl:11])[CH:5]=1.[Cl:18][C:19]1[CH:24]=[C:23]([C:25]([C:27](F)(F)F)=[CH2:26])[CH:22]=[C:21]([Cl:31])[CH:20]=1.O.O.O.[F-].C([N+](CCCC)(CCCC)CCCC)CCC.